Dataset: Full USPTO retrosynthesis dataset with 1.9M reactions from patents (1976-2016). Task: Predict the reactants needed to synthesize the given product. (1) Given the product [O:1]=[C:2]1[CH2:7][N:6]([C:8]([N:10]2[CH2:14][CH2:13][C:12]3([CH2:19][CH2:18][N:17]([C:20]4[CH:21]=[CH:22][N:23]=[CH:24][CH:25]=4)[CH2:16][CH2:15]3)[CH2:11]2)=[O:9])[CH2:5][CH2:4][N:3]1[CH2:26][CH2:27][C:28]([OH:30])=[O:29], predict the reactants needed to synthesize it. The reactants are: [O:1]=[C:2]1[CH2:7][N:6]([C:8]([N:10]2[CH2:14][CH2:13][C:12]3([CH2:19][CH2:18][N:17]([C:20]4[CH:25]=[CH:24][N:23]=[CH:22][CH:21]=4)[CH2:16][CH2:15]3)[CH2:11]2)=[O:9])[CH2:5][CH2:4][N:3]1[CH2:26][CH2:27][C:28]([O:30]CC)=[O:29].[OH-].[Na+]. (2) Given the product [F:11][C:10]([F:13])([F:12])[C:8]1[CH:9]=[C:4]2[C:5]([C:14]3[CH:19]=[CH:18][C:17]([C:20]([O:22][CH2:23][CH3:24])=[O:21])=[CH:16][C:15]=3[NH:1]2)=[CH:6][CH:7]=1, predict the reactants needed to synthesize it. The reactants are: [N+:1]([C:4]1[CH:9]=[C:8]([C:10]([F:13])([F:12])[F:11])[CH:7]=[CH:6][C:5]=1[C:14]1[CH:19]=[CH:18][C:17]([C:20]([O:22][CH2:23][CH3:24])=[O:21])=[CH:16][CH:15]=1)([O-])=O. (3) Given the product [C:8]1([C:34]2[CH:35]=[CH:36][CH:37]=[CH:38][CH:39]=2)[CH:13]=[CH:12][C:11]([NH:14][C:15]2[CH:27]=[C:26]([C:28]3[CH:33]=[CH:32][CH:31]=[CH:30][CH:29]=3)[CH:25]=[CH:24][C:16]=2[C:17]([OH:19])=[O:18])=[CH:10][CH:9]=1, predict the reactants needed to synthesize it. The reactants are: FC(F)(F)C(O)=O.[C:8]1([C:34]2[CH:39]=[CH:38][CH:37]=[CH:36][CH:35]=2)[CH:13]=[CH:12][C:11]([NH:14][C:15]2[CH:27]=[C:26]([C:28]3[CH:33]=[CH:32][CH:31]=[CH:30][CH:29]=3)[CH:25]=[CH:24][C:16]=2[C:17]([O:19]C(C)(C)C)=[O:18])=[CH:10][CH:9]=1. (4) Given the product [F:20][C:21]1[CH:22]=[C:23]([C:28]2[CH2:32][CH:31]([CH2:33][N:34]([C:42]3[CH:46]=[CH:45][O:44][N:43]=3)[C:35]([O:37][C:38]([CH3:41])([CH3:40])[CH3:39])=[O:36])[O:30][N:29]=2)[CH:24]=[CH:25][C:26]=1[C:57]1[CH2:58][CH2:59][N:54]([C:52]([O:51][C:47]([CH3:50])([CH3:49])[CH3:48])=[O:53])[CH2:55][CH:56]=1, predict the reactants needed to synthesize it. The reactants are: C1([As](C2C=CC=CC=2)C2C=CC=CC=2)C=CC=CC=1.[F:20][C:21]1[CH:22]=[C:23]([C:28]2[CH2:32][CH:31]([CH2:33][N:34]([C:42]3[CH:46]=[CH:45][O:44][N:43]=3)[C:35]([O:37][C:38]([CH3:41])([CH3:40])[CH3:39])=[O:36])[O:30][N:29]=2)[CH:24]=[CH:25][C:26]=1I.[C:47]([O:51][C:52]([N:54]1[CH2:59][CH2:58][C:57]([Sn](C)(C)C)=[CH:56][CH2:55]1)=[O:53])([CH3:50])([CH3:49])[CH3:48]. (5) Given the product [OH:19][CH2:18][CH2:17][O:16][C:13]1[CH:14]=[CH:15][C:10]([C:5]2[N:4]=[C:3]([C:24]#[N:25])[C:2]3[N:1]=[N:27][N:8]([CH3:9])[C:7]=3[CH:6]=2)=[CH:11][C:12]=1[C:20]([F:23])([F:21])[F:22], predict the reactants needed to synthesize it. The reactants are: [NH2:1][C:2]1[C:3]([C:24]#[N:25])=[N:4][C:5]([C:10]2[CH:15]=[CH:14][C:13]([O:16][CH2:17][CH2:18][OH:19])=[C:12]([C:20]([F:23])([F:22])[F:21])[CH:11]=2)=[CH:6][C:7]=1[NH:8][CH3:9].Cl.[N:27]([O-])=O.[Na+]. (6) Given the product [CH3:7][O:8][C:9]1[CH:17]=[CH:16][C:12]([C:13]([C:3]2[N:2]([CH3:1])[CH:6]=[CH:5][CH:4]=2)=[O:14])=[CH:11][CH:10]=1, predict the reactants needed to synthesize it. The reactants are: [CH3:1][N:2]1[CH:6]=[CH:5][CH:4]=[CH:3]1.[CH3:7][O:8][C:9]1[CH:17]=[CH:16][C:12]([C:13](Cl)=[O:14])=[CH:11][CH:10]=1. (7) Given the product [Cl:10][C:11]1[CH:12]=[C:13]([CH:18]=[CH:19][C:20]=1[S:21](=[O:34])(=[O:35])[N:22]([C:3]1[C:2]([Cl:1])=[CH:7][C:6]([Cl:8])=[CH:5][N:4]=1)[CH2:23][C:24]1[CH:25]=[C:26]2[C:30](=[CH:31][CH:32]=1)[N:29]([CH3:33])[N:28]=[CH:27]2)[C:14]([O:16][CH3:17])=[O:15], predict the reactants needed to synthesize it. The reactants are: [Cl:1][C:2]1[C:3](F)=[N:4][CH:5]=[C:6]([Cl:8])[CH:7]=1.[Cl:10][C:11]1[CH:12]=[C:13]([CH:18]=[CH:19][C:20]=1[S:21](=[O:35])(=[O:34])[NH:22][CH2:23][C:24]1[CH:25]=[C:26]2[C:30](=[CH:31][CH:32]=1)[N:29]([CH3:33])[N:28]=[CH:27]2)[C:14]([O:16][CH3:17])=[O:15]. (8) Given the product [Na+:30].[O:9]1[C:4]2[CH:3]=[CH:2][CH:1]=[CH:6][C:5]=2[C:7]([CH2:10][S:11]([O-:14])(=[O:19])=[O:13])=[N:8]1, predict the reactants needed to synthesize it. The reactants are: [CH:1]1[CH:2]=[CH:3][C:4]2[O:9][N:8]=[C:7]([CH2:10][S:11]([OH:14])(=[O:13])=N)[C:5]=2[CH:6]=1.BrCC1C2C=CC=CC=2[O:19]N=1.S([O-])([O-])=O.[Na+:30].[Na+]. (9) Given the product [Br:1][C:2]1[CH:7]=[CH:6][CH:5]=[CH:4][C:3]=1[N:8]1[C:13](=[O:14])[N:12]([C:26]2[CH:27]=[CH:28][CH:29]=[CH:30][C:25]=2[O:24][CH3:23])[CH2:11][C:10]([C:15]2[CH:20]=[CH:19][CH:18]=[CH:17][N:16]=2)=[N:9]1, predict the reactants needed to synthesize it. The reactants are: [Br:1][C:2]1[CH:7]=[CH:6][CH:5]=[CH:4][C:3]=1[N:8]1[C:13](=[O:14])[NH:12][CH2:11][C:10]([C:15]2[CH:20]=[CH:19][CH:18]=[CH:17][N:16]=2)=[N:9]1.[H-].[Na+].[CH3:23][O:24][C:25]1[CH:30]=[CH:29][CH:28]=[CH:27][C:26]=1B(O)O.